Task: Predict the reactants needed to synthesize the given product.. Dataset: Full USPTO retrosynthesis dataset with 1.9M reactions from patents (1976-2016) (1) Given the product [NH:20]1[C:28]2=[N:27][CH:26]=[CH:25][CH:24]=[C:23]2[C:22]([CH:29]=[C:11]2[O:10][C:9]([NH:8][N:5]3[CH2:6][CH2:7][N:2]([CH3:1])[CH2:3][CH2:4]3)=[C:13]([C:14]([O:16][CH2:17][CH3:18])=[O:15])[C:12]2=[O:19])=[CH:21]1, predict the reactants needed to synthesize it. The reactants are: [CH3:1][N:2]1[CH2:7][CH2:6][N:5]([NH:8][C:9]2[O:10][CH2:11][C:12](=[O:19])[C:13]=2[C:14]([O:16][CH2:17][CH3:18])=[O:15])[CH2:4][CH2:3]1.[NH:20]1[C:28]2[C:23](=[CH:24][CH:25]=[CH:26][N:27]=2)[C:22]([CH:29]=O)=[CH:21]1.N1CCC[C@H]1C(O)=O. (2) Given the product [CH3:24][C:22]1[CH:23]=[C:8]2[N:7]=[CH:6][C:5]3[C:3]([OH:4])=[CH:13][C:12]([OH:20])=[N:11][C:10]=3[N:9]2[N:21]=1, predict the reactants needed to synthesize it. The reactants are: CO[C:3]([C:5]1[CH:6]=[N:7][C:8]2[N:9]([N:21]=[C:22]([CH3:24])[CH:23]=2)[C:10]=1[NH:11][C:12](=[O:20])[CH2:13]C1C=CC=CC=1)=[O:4].C1COCC1.C[Si]([N-][Si](C)(C)C)(C)C.[Na+].C(Cl)Cl.